Dataset: Full USPTO retrosynthesis dataset with 1.9M reactions from patents (1976-2016). Task: Predict the reactants needed to synthesize the given product. (1) Given the product [Si:1]([O:8][CH2:9][C@@H:10]1[C@@H:11]([C:15]2[CH:16]=[N:17][CH:18]=[CH:19][CH:20]=2)[CH2:12][N:13]([C:31]([O:33][C:34]2[CH:35]=[CH:36][C:37]([C:38]([O:40][CH3:41])=[O:39])=[CH:42][CH:43]=2)=[O:32])[CH2:14]1)([C:4]([CH3:7])([CH3:5])[CH3:6])([CH3:3])[CH3:2], predict the reactants needed to synthesize it. The reactants are: [Si:1]([O:8][CH2:9][C@H:10]1[CH2:14][NH:13][CH2:12][C@@H:11]1[C:15]1[CH:16]=[N:17][CH:18]=[CH:19][CH:20]=1)([C:4]([CH3:7])([CH3:6])[CH3:5])([CH3:3])[CH3:2].C(N(CC)C(C)C)(C)C.Cl[C:31]([O:33][C:34]1[CH:43]=[CH:42][C:37]([C:38]([O:40][CH3:41])=[O:39])=[CH:36][CH:35]=1)=[O:32]. (2) Given the product [Br:1][C:2]1[CH:3]=[C:4]2[C:8](=[CH:9][CH:10]=1)[NH:7][C:6]([CH2:11][N:13]1[CH2:17][CH2:16][CH2:15][CH2:14]1)=[CH:5]2, predict the reactants needed to synthesize it. The reactants are: [Br:1][C:2]1[CH:3]=[C:4]2[C:8](=[CH:9][CH:10]=1)[NH:7][C:6]([C:11]([N:13]1[CH2:17][CH2:16][CH2:15][CH2:14]1)=O)=[CH:5]2.[H-].[Al+3].[Li+].[H-].[H-].[H-]. (3) Given the product [I:1][C:2]1[CH:3]=[C:4]([NH:5][C:10]([NH:9][C:12](=[O:13])[O:14][CH2:15][CH3:16])=[S:11])[CH:6]=[CH:7][CH:8]=1, predict the reactants needed to synthesize it. The reactants are: [I:1][C:2]1[CH:3]=[C:4]([CH:6]=[CH:7][CH:8]=1)[NH2:5].[N:9]([C:12]([O:14][CH2:15][CH3:16])=[O:13])=[C:10]=[S:11].